From a dataset of Reaction yield outcomes from USPTO patents with 853,638 reactions. Predict the reaction yield, written as a fraction of the theoretical maximum amount of product (1.0 means a 100% yield; for example, 0.34 means a 34% yield). (1) The reactants are [CH2:1]([O:19][CH:20]([CH2:23][O:24][CH2:25][CH2:26][CH2:27][CH2:28][CH2:29][CH2:30][CH2:31][CH2:32]/[CH:33]=[CH:34]\[CH2:35]/[CH:36]=[CH:37]\[CH2:38][CH2:39][CH2:40][CH2:41][CH3:42])[CH:21]=[O:22])[CH2:2][CH2:3][CH2:4][CH2:5][CH2:6][CH2:7][CH2:8]/[CH:9]=[CH:10]\[CH2:11]/[CH:12]=[CH:13]\[CH2:14][CH2:15][CH2:16][CH2:17][CH3:18]. The catalyst is C(OCC)C. The product is [CH2:25]([O:24][CH2:23][CH:20]([O:19][CH2:1][CH2:2][CH2:3][CH2:4][CH2:5][CH2:6][CH2:7][CH2:8]/[CH:9]=[CH:10]\[CH2:11]/[CH:12]=[CH:13]\[CH2:14][CH2:15][CH2:16][CH2:17][CH3:18])[CH:21]([OH:22])[CH2:1][CH2:2][CH2:3][CH2:4][CH2:5][CH2:6][CH2:7][CH2:8]/[CH:9]=[CH:10]\[CH2:11]/[CH:12]=[CH:13]\[CH2:14][CH2:15][CH2:16][CH2:17][CH3:18])[CH2:26][CH2:27][CH2:28][CH2:29][CH2:30][CH2:31][CH2:32]/[CH:33]=[CH:34]\[CH2:35]/[CH:36]=[CH:37]\[CH2:38][CH2:39][CH2:40][CH2:41][CH3:42]. The yield is 0.210. (2) The reactants are [C:1]([O:5][C:6]([N:8]1[CH2:13][CH2:12][CH:11]([O:14][C:15]2[CH:20]=[CH:19][C:18]([N+:21]([O-])=O)=[CH:17][C:16]=2[C:24]([F:27])([F:26])[F:25])[CH2:10][CH2:9]1)=[O:7])([CH3:4])([CH3:3])[CH3:2]. The catalyst is CO.[Pd]. The product is [C:1]([O:5][C:6]([N:8]1[CH2:13][CH2:12][CH:11]([O:14][C:15]2[CH:20]=[CH:19][C:18]([NH2:21])=[CH:17][C:16]=2[C:24]([F:27])([F:25])[F:26])[CH2:10][CH2:9]1)=[O:7])([CH3:4])([CH3:2])[CH3:3]. The yield is 0.800. (3) The reactants are [Br:1][C:2]1[CH:7]=[C:6]([F:8])[CH:5]=[CH:4][C:3]=1[NH:9][C:10](=[O:14])[CH2:11][C:12]#[N:13].CO/[CH:17]=[CH:18]/[C:19](=O)[CH3:20].N12CCN(CC1)CC2.COCCOCCO. The catalyst is C(OCC)(=O)C. The product is [Br:1][C:2]1[CH:7]=[C:6]([F:8])[CH:5]=[CH:4][C:3]=1[N:9]1[C:19]([CH3:20])=[CH:18][CH:17]=[C:11]([C:12]#[N:13])[C:10]1=[O:14]. The yield is 0.290. (4) The reactants are [Si:1]([O:18][C@@H:19]([C@@:22]1([CH3:30])[O:26][C:25](=[O:27])[NH:24][C@@H:23]1[CH2:28][OH:29])[CH2:20][CH3:21])([C:14]([CH3:17])([CH3:16])[CH3:15])([C:8]1[CH:13]=[CH:12][CH:11]=[CH:10][CH:9]=1)[C:2]1[CH:7]=[CH:6][CH:5]=[CH:4][CH:3]=1.C[Si](N[Si](C)(C)C)(C)C.C[Si]([N-][Si](C)(C)C)(C)C.[Na+].FC(F)(F)S(O[CH2:56][CH2:57][CH2:58][CH2:59]Br)(=O)=O.[Cl-].[NH4+].[N-:65]=[N+:66]=[N-:67].[Na+]. The catalyst is ClCCl.C(OCC)C.O.CC(=O)OCC. The product is [N:65]([CH2:56][CH2:57][CH2:58][CH2:59][N:24]1[C@H:23]([CH2:28][OH:29])[C@:22]([C@H:19]([O:18][Si:1]([C:14]([CH3:16])([CH3:17])[CH3:15])([C:2]2[CH:7]=[CH:6][CH:5]=[CH:4][CH:3]=2)[C:8]2[CH:9]=[CH:10][CH:11]=[CH:12][CH:13]=2)[CH2:20][CH3:21])([CH3:30])[O:26][C:25]1=[O:27])=[N+:66]=[N-:67]. The yield is 0.950. (5) The reactants are [Br:1][C:2]1[S:3][C:4]([CH:8]=[O:9])=[C:5]([Br:7])[N:6]=1.[BH4-].[Na+].O. The catalyst is CO. The product is [Br:1][C:2]1[S:3][C:4]([CH2:8][OH:9])=[C:5]([Br:7])[N:6]=1. The yield is 0.770.